From a dataset of Full USPTO retrosynthesis dataset with 1.9M reactions from patents (1976-2016). Predict the reactants needed to synthesize the given product. Given the product [OH:14][C@@H:13]1[CH2:12][CH2:11][CH2:7][C@H:6]1[NH:3][C:20]1[N:19]=[CH:18][N:17]=[C:16]2[C:21]=1[N:22]=[CH:23][N:15]2[CH:13]1[C@H:12]([OH:25])[C@H:11]([OH:26])[C@@H:10]([CH2:9][Cl:8])[O:14]1, predict the reactants needed to synthesize it. The reactants are: C([N:3]([CH2:6][CH3:7])CC)C.[Cl:8][CH2:9][C@H:10]1[O:14][C@@H:13]([N:15]2[CH:23]=[N:22][C:21]3[C:16]2=[N:17][CH:18]=[N:19][C:20]=3Cl)[C@H:12]([OH:25])[C@@H:11]1[OH:26].